The task is: Regression. Given two drug SMILES strings and cell line genomic features, predict the synergy score measuring deviation from expected non-interaction effect.. This data is from NCI-60 drug combinations with 297,098 pairs across 59 cell lines. (1) Drug 1: C1=NC2=C(N1)C(=S)N=C(N2)N. Drug 2: CC1C(C(CC(O1)OC2CC(OC(C2O)C)OC3=CC4=CC5=C(C(=O)C(C(C5)C(C(=O)C(C(C)O)O)OC)OC6CC(C(C(O6)C)O)OC7CC(C(C(O7)C)O)OC8CC(C(C(O8)C)O)(C)O)C(=C4C(=C3C)O)O)O)O. Cell line: UACC-257. Synergy scores: CSS=29.6, Synergy_ZIP=-0.520, Synergy_Bliss=4.82, Synergy_Loewe=3.45, Synergy_HSA=4.21. (2) Drug 1: CNC(=O)C1=CC=CC=C1SC2=CC3=C(C=C2)C(=NN3)C=CC4=CC=CC=N4. Drug 2: CC12CCC3C(C1CCC2O)C(CC4=C3C=CC(=C4)O)CCCCCCCCCS(=O)CCCC(C(F)(F)F)(F)F. Cell line: HCT-15. Synergy scores: CSS=-0.184, Synergy_ZIP=-1.17, Synergy_Bliss=-2.54, Synergy_Loewe=-3.59, Synergy_HSA=-4.00. (3) Drug 1: CC1=C(C=C(C=C1)C(=O)NC2=CC(=CC(=C2)C(F)(F)F)N3C=C(N=C3)C)NC4=NC=CC(=N4)C5=CN=CC=C5. Drug 2: CC1=C(C(=O)C2=C(C1=O)N3CC4C(C3(C2COC(=O)N)OC)N4)N. Cell line: NCI-H226. Synergy scores: CSS=14.4, Synergy_ZIP=-4.40, Synergy_Bliss=-0.821, Synergy_Loewe=-19.5, Synergy_HSA=-5.58. (4) Drug 1: CC1OCC2C(O1)C(C(C(O2)OC3C4COC(=O)C4C(C5=CC6=C(C=C35)OCO6)C7=CC(=C(C(=C7)OC)O)OC)O)O. Drug 2: CC(C)NC(=O)C1=CC=C(C=C1)CNNC.Cl. Cell line: U251. Synergy scores: CSS=49.3, Synergy_ZIP=0.765, Synergy_Bliss=0.378, Synergy_Loewe=-33.2, Synergy_HSA=-0.0319.